From a dataset of Forward reaction prediction with 1.9M reactions from USPTO patents (1976-2016). Predict the product of the given reaction. Given the reactants [F:1][C:2]1[CH:9]=[CH:8][C:5]([CH2:6]Br)=[CH:4][CH:3]=1.[Cl:10][C:11]1[N:16]=[C:15](Cl)[CH:14]=[CH:13][N:12]=1, predict the reaction product. The product is: [Cl:10][C:11]1[N:16]=[C:15]([CH2:6][C:5]2[CH:8]=[CH:9][C:2]([F:1])=[CH:3][CH:4]=2)[CH:14]=[CH:13][N:12]=1.